This data is from Full USPTO retrosynthesis dataset with 1.9M reactions from patents (1976-2016). The task is: Predict the reactants needed to synthesize the given product. (1) Given the product [N+:31]([C:22]1[CH:23]=[C:24]([CH:29]=[CH:30][C:21]=1[C:19]1[S:17][C:3]2[C:2]([N:1]=1)=[CH:7][CH:6]=[C:5]([C:8]1([C:11]3[CH:16]=[CH:15][CH:14]=[CH:13][CH:12]=3)[CH2:10][CH2:9]1)[N:4]=2)[C:25]([O:27][CH3:28])=[O:26])([O-:33])=[O:32], predict the reactants needed to synthesize it. The reactants are: [NH2:1][C:2]1[C:3](=[S:17])[NH:4][C:5]([C:8]2([C:11]3[CH:16]=[CH:15][CH:14]=[CH:13][CH:12]=3)[CH2:10][CH2:9]2)=[CH:6][CH:7]=1.Cl[C:19]([C:21]1[CH:30]=[CH:29][C:24]([C:25]([O:27][CH3:28])=[O:26])=[CH:23][C:22]=1[N+:31]([O-:33])=[O:32])=O.O.CC1(C)[C@@H]2CC[C@@]1(CS(O)(=O)=O)C(=O)C2. (2) Given the product [F:23][C:20]1[CH:19]=[CH:18][C:17]([C:11]2([CH2:14][OH:15])[CH2:10][CH2:9][N:8]([C:6]([O:5][C:1]([CH3:2])([CH3:3])[CH3:4])=[O:7])[CH2:13][CH2:12]2)=[CH:22][CH:21]=1, predict the reactants needed to synthesize it. The reactants are: [C:1]([O:5][C:6]([N:8]1[CH2:13][CH2:12][C:11]([C:17]2[CH:22]=[CH:21][C:20]([F:23])=[CH:19][CH:18]=2)([C:14](O)=[O:15])[CH2:10][CH2:9]1)=[O:7])([CH3:4])([CH3:3])[CH3:2].O1CCCC1.B.CO. (3) Given the product [CH2:2]([N:9]([OH:10])[CH2:18][C:19]([NH:21][C:22]1[C:39]([OH:40])=[C:38]2[C:25]([CH2:26][C@@H:27]3[C:36]([C:37]2=[O:41])=[C:35]([OH:42])[C@@:34]2([OH:43])[C@H:29]([C@H:30]([N:49]([CH3:51])[CH3:50])[C:31]([OH:48])=[C:32]([C:45]([NH2:47])=[O:46])[C:33]2=[O:44])[CH2:28]3)=[C:24]([N:52]([CH3:53])[CH3:54])[CH:23]=1)=[O:20])[C:3]1[CH:8]=[CH:7][CH:6]=[CH:5][CH:4]=1, predict the reactants needed to synthesize it. The reactants are: Cl.[CH2:2]([NH:9][OH:10])[C:3]1[CH:8]=[CH:7][CH:6]=[CH:5][CH:4]=1.C(=O)([O-])[O-].[Na+].[Na+].Br[CH2:18][C:19]([NH:21][C:22]1[C:39]([OH:40])=[C:38]2[C:25]([CH2:26][CH:27]3[C:36]([C:37]2=[O:41])=[C:35]([OH:42])[C:34]2([OH:43])[CH:29]([CH:30]([N:49]([CH3:51])[CH3:50])[C:31]([OH:48])=[C:32]([C:45]([NH2:47])=[O:46])[C:33]2=[O:44])[CH2:28]3)=[C:24]([N:52]([CH3:54])[CH3:53])[CH:23]=1)=[O:20]. (4) Given the product [CH2:16]([O:23][C:24](=[O:42])[C@@H:25]([NH:31][C:32]([O:34][CH2:35][C:36]1[CH:41]=[CH:40][CH:39]=[CH:38][CH:37]=1)=[O:33])[CH2:26][S:27]([N:1]1[CH2:6][CH2:5][O:4][CH2:3][CH2:2]1)(=[O:29])=[O:28])[C:17]1[CH:18]=[CH:19][CH:20]=[CH:21][CH:22]=1, predict the reactants needed to synthesize it. The reactants are: [NH:1]1[CH2:6][CH2:5][O:4][CH2:3][CH2:2]1.C(N(C(C)C)CC)(C)C.[CH2:16]([O:23][C:24](=[O:42])[CH:25]([NH:31][C:32]([O:34][CH2:35][C:36]1[CH:41]=[CH:40][CH:39]=[CH:38][CH:37]=1)=[O:33])[CH2:26][S:27](Cl)(=[O:29])=[O:28])[C:17]1[CH:22]=[CH:21][CH:20]=[CH:19][CH:18]=1. (5) Given the product [CH2:1]1[C:9]2[C:4](=[CH:5][CH:6]=[CH:7][CH:8]=2)[CH2:3][CH:2]1[CH2:10][N:12]1[CH2:13][CH:14]2[CH:16]([C:15]2([C:19]2[CH:20]=[C:21]([NH:25][S:26]([CH3:29])(=[O:27])=[O:28])[CH:22]=[CH:23][CH:24]=2)[CH3:18])[CH2:17]1, predict the reactants needed to synthesize it. The reactants are: [CH2:1]1[C:9]2[C:4](=[CH:5][CH:6]=[CH:7][CH:8]=2)[CH2:3][CH:2]1[C:10]([N:12]1[CH2:17][CH:16]2[CH:14]([C:15]2([C:19]2[CH:20]=[C:21]([NH:25][S:26]([CH3:29])(=[O:28])=[O:27])[CH:22]=[CH:23][CH:24]=2)[CH3:18])[CH2:13]1)=O.[H-].[Al+3].[Li+].[H-].[H-].[H-].O.C(=O)([O-])O.[Na+]. (6) Given the product [C:1]([C:4]1[CH:5]=[C:6]([CH:17]=[CH:18][CH:19]=1)[O:7][C:8]1[CH:13]=[CH:12][C:11]([NH2:14])=[CH:10][CH:9]=1)([OH:3])=[O:2], predict the reactants needed to synthesize it. The reactants are: [C:1]([C:4]1[CH:5]=[C:6]([CH:17]=[CH:18][CH:19]=1)[O:7][C:8]1[CH:13]=[CH:12][C:11]([N+:14]([O-])=O)=[CH:10][CH:9]=1)([OH:3])=[O:2]. (7) The reactants are: Br[C:2]1[C:17]([F:18])=[CH:16][C:5]([O:6][CH2:7][C:8]2[CH:9]=[CH:10][C:11]([O:14][CH3:15])=[N:12][CH:13]=2)=[C:4]([O:19][CH3:20])[CH:3]=1.[Cu][C:22]#[N:23]. Given the product [F:18][C:17]1[CH:16]=[C:5]([O:6][CH2:7][C:8]2[CH:13]=[N:12][C:11]([O:14][CH3:15])=[CH:10][CH:9]=2)[C:4]([O:19][CH3:20])=[CH:3][C:2]=1[C:22]#[N:23], predict the reactants needed to synthesize it. (8) Given the product [OH:32][C@H:16]1[CH2:15][CH2:14][C@@:13]2([CH3:12])[C@@H:18]([CH2:19][CH2:20][C@@H:21]3[C@@H:22]2[CH2:23][CH2:24][C@@:25]2([CH3:31])[C@H:26]3[CH2:27][CH2:28][C:29]2=[O:30])[CH2:17]1.[N+:1]([C:4]1[O:8][C:7]([C:9]([O-:11])=[O:10])=[CH:6][CH:5]=1)([O-:3])=[O:2], predict the reactants needed to synthesize it. The reactants are: [N+:1]([C:4]1[O:8][C:7]([C:9]([OH:11])=[O:10])=[CH:6][CH:5]=1)([O-:3])=[O:2].[CH3:12][C@@:13]12[C@H:22]3[CH2:23][CH2:24][C@:25]4([CH3:31])[C:29](=[O:30])[CH2:28][CH2:27][C@H:26]4[C@@H:21]3[CH2:20][CH2:19][C@H:18]1[CH2:17][C@@H:16]([OH:32])[CH2:15][CH2:14]2.CCN=C=NCCCN(C)C.C1COCC1. (9) Given the product [CH3:28][C:29]1[CH:34]=[CH:33][CH:32]=[CH:31][C:30]=1[CH2:35][N:10]([C:7]1[CH:8]=[CH:9][C:4]([N+:1]([O-:3])=[O:2])=[C:5]([C:23]([F:24])([F:25])[F:26])[CH:6]=1)[C@H:11]1[CH2:15][CH2:14][NH:13][CH2:12]1, predict the reactants needed to synthesize it. The reactants are: [N+:1]([C:4]1[CH:9]=[CH:8][C:7]([NH:10][C@H:11]2[CH2:15][CH2:14][N:13](C(OC(C)(C)C)=O)[CH2:12]2)=[CH:6][C:5]=1[C:23]([F:26])([F:25])[F:24])([O-:3])=[O:2].Br[CH2:28][C:29]1[CH:34]=[CH:33][CH:32]=[CH:31][C:30]=1[CH3:35].